From a dataset of Forward reaction prediction with 1.9M reactions from USPTO patents (1976-2016). Predict the product of the given reaction. Given the reactants C[O:2][C:3]1[C:4]([CH3:31])=[C:5]([C:22]([O:29]C)=[C:23]([O:27][CH3:28])[C:24]=1[O:25][CH3:26])[CH2:6][C:7]1[CH:15]=[CH:14][C:10]([C:11]([OH:13])=[O:12])=[C:9]([C:16]2[CH:17]=[N:18][CH:19]=[CH:20][CH:21]=2)[CH:8]=1.O=[N+]([O-])[O-].[O-][N+](=O)[O-].[O-][N+](=O)[O-].[O-][N+](=O)[O-].[O-][N+](=O)[O-].[O-][N+](=O)[O-].[Ce+4].[NH4+].[NH4+].C(=O)([O-])O.[Na+], predict the reaction product. The product is: [CH3:26][O:25][C:24]1[C:3](=[O:2])[C:4]([CH3:31])=[C:5]([CH2:6][C:7]2[CH:15]=[CH:14][C:10]([C:11]([OH:13])=[O:12])=[C:9]([C:16]3[CH:17]=[N:18][CH:19]=[CH:20][CH:21]=3)[CH:8]=2)[C:22](=[O:29])[C:23]=1[O:27][CH3:28].